This data is from Forward reaction prediction with 1.9M reactions from USPTO patents (1976-2016). The task is: Predict the product of the given reaction. (1) Given the reactants [CH2:1]1[CH:10]2[N:5]([CH2:6][CH2:7][CH2:8][CH2:9]2)[CH2:4][CH:3]([CH2:11][OH:12])[CH2:2]1.C(N(CC)CC)C.[CH3:20][S:21](Cl)(=[O:23])=[O:22], predict the reaction product. The product is: [CH3:20][S:21]([O:12][CH2:11][CH:3]1[CH2:4][N:5]2[CH:10]([CH2:9][CH2:8][CH2:7][CH2:6]2)[CH2:1][CH2:2]1)(=[O:23])=[O:22]. (2) Given the reactants [Cl:1][C:2]1[CH:3]=[C:4]([N+:10]([O-])=O)[C:5]([C:8]#N)=[N:6][CH:7]=1.[Sn](Cl)Cl.S(Cl)(Cl)=[O:17].[CH2:20]([OH:22])C, predict the reaction product. The product is: [CH3:20][O:22][C:8]([C:5]1[C:4]([NH2:10])=[CH:3][C:2]([Cl:1])=[CH:7][N:6]=1)=[O:17]. (3) The product is: [CH3:1][S:2]([C:5]1[CH:6]=[C:7]([C:15]2[N:19]=[CH:18][N:17](/[CH:20]=[CH:21]\[C:22]([OH:24])=[O:23])[N:16]=2)[CH:8]=[C:9]([C:11]([F:13])([F:12])[F:14])[CH:10]=1)(=[O:4])=[O:3]. Given the reactants [CH3:1][S:2]([C:5]1[CH:6]=[C:7]([C:15]2[N:19]=[CH:18][N:17](/[CH:20]=[CH:21]\[C:22]([O:24]C(C)C)=[O:23])[N:16]=2)[CH:8]=[C:9]([C:11]([F:14])([F:13])[F:12])[CH:10]=1)(=[O:4])=[O:3].O.[Li+].[OH-].CO, predict the reaction product. (4) Given the reactants Br[C:2]1[CH:9]=[C:8]([F:10])[C:5]([CH:6]=[O:7])=[C:4]([F:11])[CH:3]=1.[C:12]([O:16][CH3:17])(=[O:15])[CH:13]=[CH2:14].C1(C)C=CC=CC=1P(C1C=CC=CC=1C)C1C=CC=CC=1C.C(N(CC)CC)C, predict the reaction product. The product is: [F:11][C:4]1[CH:3]=[C:2](/[CH:14]=[CH:13]/[C:12]([O:16][CH3:17])=[O:15])[CH:9]=[C:8]([F:10])[C:5]=1[CH:6]=[O:7]. (5) Given the reactants CCOC(/N=N/C(OCC)=O)=O.[Br:13][C:14]1[C:23]([OH:24])=[C:22]2[C:17]([CH:18]=[N:19][C:20]([Cl:25])=[N:21]2)=[CH:16][CH:15]=1.O[CH:27]1[CH2:32][CH2:31][N:30]([C:33]([O:35][C:36]([CH3:39])([CH3:38])[CH3:37])=[O:34])[CH2:29][CH2:28]1.C1C=CC(P(C2C=CC=CC=2)C2C=CC=CC=2)=CC=1, predict the reaction product. The product is: [Br:13][C:14]1[C:23]([O:24][CH:27]2[CH2:32][CH2:31][N:30]([C:33]([O:35][C:36]([CH3:39])([CH3:38])[CH3:37])=[O:34])[CH2:29][CH2:28]2)=[C:22]2[C:17]([CH:18]=[N:19][C:20]([Cl:25])=[N:21]2)=[CH:16][CH:15]=1. (6) The product is: [CH2:30]([C:32]1[CH:38]=[CH:37][C:35]([N:36]2[CH2:13][CH2:12][C:6]3([CH2:7][CH2:8][N:9]([S:26]([C:21]4[CH:22]=[CH:23][CH:24]=[CH:25][C:20]=4[S:17]([CH3:16])(=[O:19])=[O:18])(=[O:28])=[O:27])[CH2:10][CH2:11]3)[C:4]2=[O:5])=[CH:34][CH:33]=1)[CH3:31]. Given the reactants C(O[C:4]([C:6]1([CH2:12][CH2:13]OC)[CH2:11][CH2:10][NH:9][CH2:8][CH2:7]1)=[O:5])C.[CH3:16][S:17]([C:20]1[CH:25]=[CH:24][CH:23]=[CH:22][C:21]=1[S:26](Cl)(=[O:28])=[O:27])(=[O:19])=[O:18].[CH2:30]([C:32]1[CH:38]=[CH:37][C:35]([NH2:36])=[CH:34][CH:33]=1)[CH3:31], predict the reaction product. (7) Given the reactants Br[CH2:2][C:3]([C:5]1[CH:10]=[C:9]([O:11][CH3:12])[CH:8]=[CH:7][C:6]=1[O:13][CH3:14])=O.[CH3:15][O:16][C:17]1[CH:18]=[C:19]([NH:29][C:30]([NH2:32])=[S:31])[CH:20]=[CH:21][C:22]=1[N:23]1[CH:27]=[C:26]([CH3:28])[N:25]=[CH:24]1, predict the reaction product. The product is: [CH3:14][O:13][C:6]1[CH:7]=[CH:8][C:9]([O:11][CH3:12])=[CH:10][C:5]=1[C:3]1[N:32]=[C:30]([NH:29][C:19]2[CH:20]=[CH:21][C:22]([N:23]3[CH:27]=[C:26]([CH3:28])[N:25]=[CH:24]3)=[C:17]([O:16][CH3:15])[CH:18]=2)[S:31][CH:2]=1.